From a dataset of Forward reaction prediction with 1.9M reactions from USPTO patents (1976-2016). Predict the product of the given reaction. The product is: [F:19][C:16]1[CH:17]=[CH:18][C:13]([C:12]2[N:11]([CH3:20])[CH:10]=[N:9][C:8]=2[C:6]2[CH:5]=[CH:4][N:3]=[C:2]([NH2:22])[CH:7]=2)=[CH:14][CH:15]=1. Given the reactants Br[C:2]1[CH:7]=[C:6]([C:8]2[N:9]=[CH:10][N:11]([CH3:20])[C:12]=2[C:13]2[CH:18]=[CH:17][C:16]([F:19])=[CH:15][CH:14]=2)[CH:5]=[CH:4][N:3]=1.[OH-].[NH4+:22].O, predict the reaction product.